Dataset: Forward reaction prediction with 1.9M reactions from USPTO patents (1976-2016). Task: Predict the product of the given reaction. Given the reactants [CH2:1]([O:5][CH2:6][CH2:7][O:8][C:9]1[CH:14]=[CH:13][C:12]([C:15]2[CH:16]=[CH:17][C:18]3[N:24]([CH2:25][CH:26]([CH3:28])[CH3:27])[CH2:23][CH2:22][C:21]([C:29]([NH:31][C:32]4[CH:37]=[CH:36][C:35]([S:38][CH2:39][CH2:40][C:41]5[N:45]([CH2:46][CH2:47][CH3:48])[CH:44]=[N:43][N:42]=5)=[CH:34][CH:33]=4)=[O:30])=[CH:20][C:19]=3[CH:49]=2)=[CH:11][CH:10]=1)[CH2:2][CH2:3][CH3:4].ClC1C=CC=C(C(OO)=[O:58])C=1.S([O-])([O-])(=O)=S.[Na+].[Na+], predict the reaction product. The product is: [CH2:1]([O:5][CH2:6][CH2:7][O:8][C:9]1[CH:10]=[CH:11][C:12]([C:15]2[CH:16]=[CH:17][C:18]3[N:24]([CH2:25][CH:26]([CH3:27])[CH3:28])[CH2:23][CH2:22][C:21]([C:29]([NH:31][C:32]4[CH:33]=[CH:34][C:35]([S:38]([CH2:39][CH2:40][C:41]5[N:45]([CH2:46][CH2:47][CH3:48])[CH:44]=[N:43][N:42]=5)=[O:58])=[CH:36][CH:37]=4)=[O:30])=[CH:20][C:19]=3[CH:49]=2)=[CH:13][CH:14]=1)[CH2:2][CH2:3][CH3:4].